From a dataset of Full USPTO retrosynthesis dataset with 1.9M reactions from patents (1976-2016). Predict the reactants needed to synthesize the given product. (1) Given the product [NH2:1][C:2]1[C:7]2=[C:8]([C:13]3[CH:18]=[CH:17][C:16]([NH:19][C:20]([NH:22][C:23]4[CH:28]=[CH:27][CH:26]=[C:25]([C:29]([F:32])([F:31])[F:30])[N:24]=4)=[O:21])=[CH:15][CH:14]=3)[CH:9]=[C:10]([CH:11]=[O:12])[N:6]2[N:5]=[CH:4][N:3]=1, predict the reactants needed to synthesize it. The reactants are: [NH2:1][C:2]1[C:7]2=[C:8]([C:13]3[CH:18]=[CH:17][C:16]([NH:19][C:20]([NH:22][C:23]4[CH:28]=[CH:27][CH:26]=[C:25]([C:29]([F:32])([F:31])[F:30])[N:24]=4)=[O:21])=[CH:15][CH:14]=3)[CH:9]=[C:10]([CH2:11][OH:12])[N:6]2[N:5]=[CH:4][N:3]=1. (2) The reactants are: [CH3:1][N:2]([C@H:10]1[CH2:14][CH2:13][NH:12][CH2:11]1)[C:3](=[O:9])[O:4][C:5]([CH3:8])([CH3:7])[CH3:6].Br[C:16]1[CH:17]=[C:18]2[N:27]([CH3:28])[CH:26]=[CH:25][C:19]2=[N:20][C:21]=1[C@@H:22]([NH2:24])[CH3:23].CC([O-])(C)C.[K+].C([O-])(O)=O.[Na+]. Given the product [NH2:24][C@H:22]([C:21]1[N:20]=[C:19]2[CH:25]=[CH:26][N:27]([CH3:28])[C:18]2=[CH:17][C:16]=1[N:12]1[CH2:13][CH2:14][C@H:10]([N:2]([CH3:1])[C:3](=[O:9])[O:4][C:5]([CH3:8])([CH3:6])[CH3:7])[CH2:11]1)[CH3:23], predict the reactants needed to synthesize it. (3) Given the product [Br:1][C:2]1[CH:3]=[CH:4][C:5]2[CH2:21][O:22][CH2:24][N:8]([S:9]([C:12]3[CH:17]=[C:16]([Cl:18])[CH:15]=[CH:14][C:13]=3[O:19][CH3:20])(=[O:11])=[O:10])[C:6]=2[CH:7]=1, predict the reactants needed to synthesize it. The reactants are: [Br:1][C:2]1[CH:3]=[CH:4][C:5]([CH2:21][OH:22])=[C:6]([NH:8][S:9]([C:12]2[CH:17]=[C:16]([Cl:18])[CH:15]=[CH:14][C:13]=2[O:19][CH3:20])(=[O:11])=[O:10])[CH:7]=1.O.[C:24]1(C)C=CC(S(O)(=O)=O)=CC=1.C(OCOCC)C.